This data is from Catalyst prediction with 721,799 reactions and 888 catalyst types from USPTO. The task is: Predict which catalyst facilitates the given reaction. (1) Reactant: [Cl:1][C:2]1[N:3]=[C:4]2[CH:12]=[CH:11][N:10]=[CH:9][C:5]2=[N:6][C:7]=1Cl.[C:13]1([S:19]([NH2:22])(=[O:21])=[O:20])[CH:18]=[CH:17][CH:16]=[CH:15][CH:14]=1.C([O-])([O-])=O.[K+].[K+].O. Product: [Cl:1][C:2]1[N:3]=[C:4]2[CH:12]=[CH:11][N:10]=[CH:9][C:5]2=[N:6][C:7]=1[NH:22][S:19]([C:13]1[CH:18]=[CH:17][CH:16]=[CH:15][CH:14]=1)(=[O:21])=[O:20]. The catalyst class is: 44. (2) Reactant: Cl[C:2]1[CH:11]=[CH:10][C:5]([C:6]([O:8][CH3:9])=[O:7])=[CH:4][N:3]=1.[CH2:12]([N:19]1[CH2:23][CH2:22][CH:21]([NH2:24])[CH2:20]1)[C:13]1[CH:18]=[CH:17][CH:16]=[CH:15][CH:14]=1.C([O-])([O-])=O.[K+].[K+].CCOC(C)=O. Product: [CH2:12]([N:19]1[CH2:23][CH2:22][CH:21]([NH:24][C:2]2[CH:11]=[CH:10][C:5]([C:6]([O:8][CH3:9])=[O:7])=[CH:4][N:3]=2)[CH2:20]1)[C:13]1[CH:14]=[CH:15][CH:16]=[CH:17][CH:18]=1. The catalyst class is: 18. (3) Reactant: C[O:2][C:3]1[CH:4]=[CH:5][C:6]2[C:10]([O:11][C:12]3[CH:25]=[CH:24][C:15](/[CH:16]=[CH:17]/[C:18]4[N:22]([CH3:23])[N:21]=[N:20][N:19]=4)=[CH:14][CH:13]=3)=[C:9]([C:26]3[CH:31]=[CH:30][C:29]([O:32]C)=[CH:28][CH:27]=3)[S:8][C:7]=2[CH:34]=1.B(Br)(Br)Br. Product: [OH:32][C:29]1[CH:28]=[CH:27][C:26]([C:9]2[S:8][C:7]3[CH:34]=[C:3]([OH:2])[CH:4]=[CH:5][C:6]=3[C:10]=2[O:11][C:12]2[CH:25]=[CH:24][C:15](/[CH:16]=[CH:17]/[C:18]3[N:22]([CH3:23])[N:21]=[N:20][N:19]=3)=[CH:14][CH:13]=2)=[CH:31][CH:30]=1. The catalyst class is: 2. (4) Reactant: [C:1](Cl)(=[O:11])[CH2:2][CH2:3][CH2:4][CH2:5][CH2:6][CH2:7][CH2:8][CH2:9][CH3:10].[CH2:13]([O:20][C:21]1[CH:22]=[C:23]([CH:37]=[CH:38][C:39]=1[N+:40]([O-:42])=[O:41])[C:24]([NH:26][C:27]1[CH:32]=[CH:31][CH:30]=[CH:29][C:28]=1[S:33](=[O:36])(=[O:35])[NH2:34])=[O:25])[C:14]1[CH:19]=[CH:18][CH:17]=[CH:16][CH:15]=1. Product: [CH2:13]([O:20][C:21]1[CH:22]=[C:23]([CH:37]=[CH:38][C:39]=1[N+:40]([O-:42])=[O:41])[C:24]([NH:26][C:27]1[CH:32]=[CH:31][CH:30]=[CH:29][C:28]=1[S:33]([NH:34][C:1](=[O:11])[CH2:2][CH2:3][CH2:4][CH2:5][CH2:6][CH2:7][CH2:8][CH2:9][CH3:10])(=[O:36])=[O:35])=[O:25])[C:14]1[CH:15]=[CH:16][CH:17]=[CH:18][CH:19]=1. The catalyst class is: 367.